This data is from Reaction yield outcomes from USPTO patents with 853,638 reactions. The task is: Predict the reaction yield, written as a fraction of the theoretical maximum amount of product (1.0 means a 100% yield; for example, 0.34 means a 34% yield). (1) The reactants are Br[B:2](Br)[C:3]1[C:8]([F:9])=[C:7]([F:10])[C:6]([F:11])=[C:5]([F:12])[C:4]=1[B:13](Br)Br.[F:35][C:26]1[C:25]([Zn][C:25]2[C:30]([F:31])=[C:29]([F:32])[C:28]([F:33])=[C:27]([F:34])[C:26]=2[F:35])=[C:30]([F:31])[C:29]([F:32])=[C:28]([F:33])[C:27]=1[F:34]. The catalyst is C1(C)C=CC=CC=1. The product is [F:35][C:26]1[C:25]([B:2]([C:25]2[C:26]([F:35])=[C:27]([F:34])[C:28]([F:33])=[C:29]([F:32])[C:30]=2[F:31])[C:3]2[C:8]([F:9])=[C:7]([F:10])[C:6]([F:11])=[C:5]([F:12])[C:4]=2[B:13]([C:25]2[C:30]([F:31])=[C:29]([F:32])[C:28]([F:33])=[C:27]([F:34])[C:26]=2[F:35])[C:25]2[C:26]([F:35])=[C:27]([F:34])[C:28]([F:33])=[C:29]([F:32])[C:30]=2[F:31])=[C:30]([F:31])[C:29]([F:32])=[C:28]([F:33])[C:27]=1[F:34]. The yield is 0.890. (2) The reactants are [Cl:1][C:2]1[N:3]=[N:4][CH:5]=[C:6](Cl)[CH:7]=1.[NH:9]1[CH2:13][CH2:12][C@@H:11]([NH:14][C:15](=[O:21])[O:16][C:17]([CH3:20])([CH3:19])[CH3:18])[CH2:10]1.C(N(CC)CC)C. The catalyst is C1COCC1. The product is [Cl:1][C:2]1[N:3]=[N:4][CH:5]=[C:6]([N:9]2[CH2:13][CH2:12][C@@H:11]([NH:14][C:15](=[O:21])[O:16][C:17]([CH3:19])([CH3:18])[CH3:20])[CH2:10]2)[CH:7]=1. The yield is 0.600. (3) The reactants are [NH2:1][C:2]1[CH:10]=[C:9]([F:11])[CH:8]=[CH:7][C:3]=1[C:4](O)=[O:5].[O-:12][C:13]#[N:14].[Na+].[OH-].[Na+].Cl. The catalyst is O.C(O)(=O)C. The product is [F:11][C:9]1[CH:10]=[C:2]2[C:3]([C:4](=[O:5])[NH:14][C:13](=[O:12])[NH:1]2)=[CH:7][CH:8]=1. The yield is 0.710. (4) The reactants are [CH2:1]([NH:4][C:5]([C:7]1[S:11][C:10]([C:12]2[CH:17]=[CH:16][N:15]=[CH:14][CH:13]=2)=[N:9][C:8]=1[CH2:18][C:19]1[CH:24]=[CH:23][C:22]([Cl:25])=[CH:21][CH:20]=1)=O)[CH:2]=[CH2:3].P(Cl)(Cl)(Cl)(Cl)Cl.Cl.O1CCOCC1.CO[CH:41](OC)[CH2:42][NH2:43]. The catalyst is C(Cl)Cl. The product is [CH2:1]([N:4]1[CH:41]=[CH:42][N:43]=[C:5]1[C:7]1[S:11][C:10]([C:12]2[CH:17]=[CH:16][N:15]=[CH:14][CH:13]=2)=[N:9][C:8]=1[CH2:18][C:19]1[CH:24]=[CH:23][C:22]([Cl:25])=[CH:21][CH:20]=1)[CH:2]=[CH2:3]. The yield is 0.620. (5) The reactants are [CH2:1]([O:3][C:4]([C:6]1[C:14]2[N:13]=[C:12]([NH2:15])[NH:11][C:10]=2[CH:9]=[C:8](SCC)[CH:7]=1)=[O:5])[CH3:2].[CH:19]1C=C(Cl)C=C(C(OO)=O)[CH:20]=1.C([O-])(O)=O.[Na+].[O-:35][S:36]([O-:39])(=S)=O.[Na+].[Na+]. The catalyst is C(Cl)Cl. The product is [CH2:1]([O:3][C:4]([C:6]1[C:14]2[N:13]=[C:12]([NH2:15])[NH:11][C:10]=2[CH:9]=[C:8]([S:36]([CH2:19][CH3:20])(=[O:39])=[O:35])[CH:7]=1)=[O:5])[CH3:2]. The yield is 0.940. (6) The reactants are CC1C=CC(S(O)(=O)=O)=CC=1.[F:12][C:13]1[CH:18]=[CH:17][CH:16]=[C:15](O)[C:14]=1[NH:20][C:21]([C@@H:23]1[CH2:27][CH:26]([C:28]2[C:29]([N:48]([CH3:53])[S:49]([CH3:52])(=[O:51])=[O:50])=[CH:30][C:31]3[O:35][C:34]([C:36]4[CH:41]=[CH:40][C:39]([F:42])=[CH:38][CH:37]=4)=[C:33]([C:43](=[O:46])[NH:44][CH3:45])[C:32]=3[CH:47]=2)[CH2:25][N:24]1[CH3:54])=[O:22]. The catalyst is C1(C)C=CC=CC=1. The product is [F:12][C:13]1[C:14]2[N:20]=[C:21]([C@H:23]3[N:24]([CH3:54])[CH2:25][CH:26]([C:28]4[C:29]([N:48]([CH3:53])[S:49]([CH3:52])(=[O:51])=[O:50])=[CH:30][C:31]5[O:35][C:34]([C:36]6[CH:37]=[CH:38][C:39]([F:42])=[CH:40][CH:41]=6)=[C:33]([C:43]([NH:44][CH3:45])=[O:46])[C:32]=5[CH:47]=4)[CH2:27]3)[O:22][C:15]=2[CH:16]=[CH:17][CH:18]=1. The yield is 0.689.